This data is from Reaction yield outcomes from USPTO patents with 853,638 reactions. The task is: Predict the reaction yield, written as a fraction of the theoretical maximum amount of product (1.0 means a 100% yield; for example, 0.34 means a 34% yield). (1) The reactants are C([O:4][CH2:5][CH2:6][O:7][C:8]1[CH:9]=[CH:10][CH:11]=[C:12]2[C:17]=1[N:16]=[C:15]([C:18]1[N:22]3[CH:23]=[C:24]([C@@H:27]([N:32]4[CH2:36][CH2:35][C@H:34]([NH:37][C:38]([O:40][C:41]([CH3:44])([CH3:43])[CH3:42])=[O:39])[CH2:33]4)[C:28]([F:31])([F:30])[F:29])[CH:25]=[CH:26][C:21]3=[N:20][N:19]=1)[CH:14]=[CH:13]2)(=O)C.[OH-].[Li+]. The catalyst is CO. The product is [F:30][C:28]([F:29])([F:31])[C@H:27]([N:32]1[CH2:36][CH2:35][C@H:34]([NH:37][C:38](=[O:39])[O:40][C:41]([CH3:44])([CH3:42])[CH3:43])[CH2:33]1)[C:24]1[CH:25]=[CH:26][C:21]2[N:22]([C:18]([C:15]3[CH:14]=[CH:13][C:12]4[C:17](=[C:8]([O:7][CH2:6][CH2:5][OH:4])[CH:9]=[CH:10][CH:11]=4)[N:16]=3)=[N:19][N:20]=2)[CH:23]=1. The yield is 0.920. (2) The reactants are [C:1](Cl)(=[O:8])[C:2]1[CH:7]=[CH:6][CH:5]=[CH:4][CH:3]=1.[C:10]1(O)([OH:16])[CH2:15][CH2:14][CH2:13][CH2:12][CH2:11]1.N1C=CC=CC=1.[O:24]1CCCC1. No catalyst specified. The product is [C:1]([O:8][CH:13]1[CH2:14][CH2:15][CH:10]([OH:16])[CH2:11][CH2:12]1)(=[O:24])[C:2]1[CH:7]=[CH:6][CH:5]=[CH:4][CH:3]=1. The yield is 0.860. (3) The yield is 0.500. The reactants are [F:1][C:2]1[CH:3]=[C:4]([CH:6]=[CH:7][C:8]=1[N+:9]([O-:11])=[O:10])[NH2:5].[Br:12]N1C(=O)CCC1=O. The product is [Br:12][C:6]1[CH:7]=[C:8]([N+:9]([O-:11])=[O:10])[C:2]([F:1])=[CH:3][C:4]=1[NH2:5]. The catalyst is C(OCC)(=O)C. (4) The reactants are [CH3:1][C:2]1[C:15]2[C:6](=[CH:7][N:8]=[C:9]3[C:14]=2[C:13](=O)[CH2:12][CH:11]=[CH:10]3)[CH:5]=[CH:4][CH:3]=1.P(Cl)(Cl)(Cl)(Cl)[Cl:18].P(Cl)(Cl)(Cl)=O. The catalyst is C1(C)C=CC=CC=1. The product is [Cl:18][C:7]1[N:8]=[C:9]2[C:14](=[C:15]3[C:6]=1[CH:5]=[CH:4][CH:3]=[C:2]3[CH3:1])[CH:13]=[CH:12][CH:11]=[CH:10]2. The yield is 0.950. (5) The reactants are [OH:1][C:2]1[CH:8]=[CH:7][C:5]([NH2:6])=[C:4]([N+:9]([O-:11])=[O:10])[CH:3]=1.Cl.[N:13]([O-])=O.[Na+].[CH3:17][CH:18](C(C)=O)[C:19]([O:21][CH2:22][CH3:23])=[O:20].[OH-].[K+]. The catalyst is O.C(O)C.C(#N)C. The product is [OH:1][C:2]1[CH:8]=[CH:7][C:5]([NH:6][N:13]=[C:18]([CH3:17])[C:19]([O:21][CH2:22][CH3:23])=[O:20])=[C:4]([N+:9]([O-:11])=[O:10])[CH:3]=1. The yield is 0.570. (6) The reactants are [CH3:1][N:2]1[CH2:7][CH2:6][N:5]([C:8]([O:10][C@@H:11]2[N:20]([C:21]3[CH:22]=[CH:23][C:24]([Cl:27])=[CH:25][N:26]=3)[C:18](=[O:19])[C:13]3[N:14]=[CH:15][CH:16]=[N:17][C:12]2=3)=[O:9])[CH2:4][CH2:3]1.[C:28]([OH:35])(=[O:34])/[CH:29]=[CH:30]\[C:31]([OH:33])=[O:32]. The catalyst is C(O)C. The product is [CH3:1][N:2]1[CH2:7][CH2:6][N:5]([C:8]([O:10][C@@H:11]2[N:20]([C:21]3[CH:22]=[CH:23][C:24]([Cl:27])=[CH:25][N:26]=3)[C:18](=[O:19])[C:13]3[N:14]=[CH:15][CH:16]=[N:17][C:12]2=3)=[O:9])[CH2:4][CH2:3]1.[C:28]([O-:35])(=[O:34])/[CH:29]=[CH:30]\[C:31]([O-:33])=[O:32]. The yield is 0.760. (7) The catalyst is ClC(Cl)C. The reactants are C[O:2][C:3]1[C:8]2[NH:9][C:10]([C:12]3[S:13][CH:14]=[CH:15][CH:16]=3)=[N:11][C:7]=2[C:6]([C:17]([OH:19])=[O:18])=[CH:5][CH:4]=1.B(Br)(Br)Br. The product is [OH:2][C:3]1[C:8]2[NH:9][C:10]([C:12]3[S:13][CH:14]=[CH:15][CH:16]=3)=[N:11][C:7]=2[C:6]([C:17]([OH:19])=[O:18])=[CH:5][CH:4]=1. The yield is 0.190. (8) The reactants are C(O[C:6]([CH:8]([NH:29][C:30](=[O:36])[O:31][C:32]([CH3:35])([CH3:34])[CH3:33])[CH2:9][C@H:10]([CH2:14][C:15]1[CH:20]=[CH:19][C:18](CC)=[C:17]([O:23][CH2:24][CH2:25][CH2:26][O:27][CH3:28])[CH:16]=1)[CH:11]([CH3:13])[CH3:12])=[O:7])(C)(C)C.[H-].C([Al+]CC(C)C)C(C)C.C1C[O:50][CH2:49]C1. No catalyst specified. The product is [CH3:28][O:27][CH2:26][CH2:25][CH2:24][O:23][C:17]1[CH:16]=[C:15]([CH:20]=[CH:19][C:18]=1[O:50][CH3:49])[CH2:14][C@H:10]([CH:11]([CH3:13])[CH3:12])[CH2:9][CH:8]([NH:29][C:30](=[O:36])[O:31][C:32]([CH3:33])([CH3:35])[CH3:34])[CH2:6][OH:7]. The yield is 0.830. (9) The reactants are [CH3:1][O:2][C:3]1[CH:4]=[C:5](I)[CH:6]=[C:7]([O:10][CH3:11])[C:8]=1[Br:9].[O:13]1[CH:17]=[CH:16][CH:15]=[C:14]1B(O)O.C([O-])([O-])=O.[Na+].[Na+].C1COCC1. The catalyst is [Br-].C([N+](CCCC)(CCCC)CCCC)CCC.C1(P(C2C=CC=CC=2)C2C=CC=CC=2)C=CC=CC=1.O. The product is [Br:9][C:8]1[C:3]([O:2][CH3:1])=[CH:4][C:5]([C:14]2[O:13][CH:17]=[CH:16][CH:15]=2)=[CH:6][C:7]=1[O:10][CH3:11]. The yield is 0.910.